This data is from Forward reaction prediction with 1.9M reactions from USPTO patents (1976-2016). The task is: Predict the product of the given reaction. (1) Given the reactants [F:1][C:2]1[CH:7]=[CH:6][C:5]([C:8]2([CH2:11][NH:12][C:13]([C:15]3[CH:20]=C[C:18]([N:21]4[CH:25]=[C:24]([CH3:26])[N:23]=[CH:22]4)=[C:17]([O:27][CH3:28])[N:16]=3)=[O:14])[CH2:10][CH2:9]2)=[CH:4][CH:3]=1.FC(F)(F)C(O)=O.COC1N=C(C(O)=O)C=[N:40]C=1N1C=C(C)N=C1, predict the reaction product. The product is: [F:1][C:2]1[CH:7]=[CH:6][C:5]([C:8]2([CH2:11][NH:12][C:13]([C:15]3[CH:20]=[N:40][C:18]([N:21]4[CH:25]=[C:24]([CH3:26])[N:23]=[CH:22]4)=[C:17]([O:27][CH3:28])[N:16]=3)=[O:14])[CH2:9][CH2:10]2)=[CH:4][CH:3]=1. (2) Given the reactants [Cl:1][C:2]1[CH:7]=[CH:6][CH:5]=[CH:4][C:3]=1[CH:8]([O:10][C:11](=[O:34])[NH:12][C:13]1[C:14]([CH3:33])=[N:15][O:16][C:17]=1[C:18]1[CH:23]=[CH:22][C:21](B2OC(C)(C)C(C)(C)O2)=[CH:20][CH:19]=1)[CH3:9].Br[C:36]1[CH:45]=[CH:44][CH:43]=[CH:42][C:37]=1[C:38]([O:40][CH3:41])=[O:39], predict the reaction product. The product is: [CH3:41][O:40][C:38]([C:37]1[C:36]([C:21]2[CH:20]=[CH:19][C:18]([C:17]3[O:16][N:15]=[C:14]([CH3:33])[C:13]=3[NH:12][C:11]([O:10][CH:8]([C:3]3[CH:4]=[CH:5][CH:6]=[CH:7][C:2]=3[Cl:1])[CH3:9])=[O:34])=[CH:23][CH:22]=2)=[CH:45][CH:44]=[CH:43][CH:42]=1)=[O:39]. (3) Given the reactants C(OC(C1NN=C(COC2C=CC=CC=2)C=1)=O)C.C(OC(=O)N[C@H](C)CO)(C)(C)C.C(OC([C:36]1[N:37]([CH2:49][CH:50]([NH:52][C:53](OC(C)(C)C)=O)[CH3:51])[N:38]=[C:39]([CH2:41][O:42][C:43]2[CH:48]=[CH:47][CH:46]=[CH:45][CH:44]=2)[CH:40]=1)=O)C.CC1CN2N=C(COC3C=CC=CC=3)C=C2C(=O)N1.CC1CN2N=C(COC3C=CC=CC=3)C=C2CN1, predict the reaction product. The product is: [CH3:51][C@@H:50]1[CH2:49][N:37]2[N:38]=[C:39]([CH2:41][O:42][C:43]3[CH:44]=[CH:45][CH:46]=[CH:47][CH:48]=3)[CH:40]=[C:36]2[CH2:53][NH:52]1. (4) Given the reactants [Si]([O:8][C@H:9]([C:23]1[CH:32]=[CH:31][C:30]([OH:33])=[C:29]2[C:24]=1[CH:25]=[CH:26][C:27](=[O:34])[NH:28]2)[CH2:10][NH:11][CH:12]1[CH2:17][CH2:16][N:15]([CH2:18][CH2:19][C:20](O)=[O:21])[CH2:14][CH2:13]1)(C(C)(C)C)(C)C.CN(C(ON1N=NC2C=CC=NC1=2)=[N+](C)C)C.F[P-](F)(F)(F)(F)F.C(N(CC)CC)C.[CH:66]([NH2:79])([C:73]1[CH:78]=[CH:77][CH:76]=[CH:75][CH:74]=1)[C:67]1[CH:72]=[CH:71][CH:70]=[CH:69][CH:68]=1, predict the reaction product. The product is: [CH:66]([NH:79][C:20](=[O:21])[CH2:19][CH2:18][N:15]1[CH2:14][CH2:13][CH:12]([NH:11][CH2:10][C@H:9]([OH:8])[C:23]2[CH:32]=[CH:31][C:30]([OH:33])=[C:29]3[C:24]=2[CH:25]=[CH:26][C:27](=[O:34])[NH:28]3)[CH2:17][CH2:16]1)([C:73]1[CH:74]=[CH:75][CH:76]=[CH:77][CH:78]=1)[C:67]1[CH:72]=[CH:71][CH:70]=[CH:69][CH:68]=1. (5) Given the reactants [CH3:1][N:2]1[CH:6]=[C:5]([C:7]2[CH:8]=[C:9]3[N:14]([CH:15]=2)[N:13]=[CH:12][N:11]=[C:10]3[N:16]2[CH2:21][CH2:20][N:19]([C:22]3[N:27]=[CH:26][C:25]([C@H:28]([C:30]4[CH:35]=[CH:34][CH:33]=[CH:32][CH:31]=4)N)=[CH:24][N:23]=3)[CH2:18][CH2:17]2)[CH:4]=[N:3]1.C=O.[C:38]([BH3-])#[N:39].[Na+].[C:42](O)(=O)C.C([O-])(O)=O.[Na+], predict the reaction product. The product is: [CH3:42][N:39]([CH3:38])[C@H:28]([C:25]1[CH:24]=[N:23][C:22]([N:19]2[CH2:20][CH2:21][N:16]([C:10]3[C:9]4=[CH:8][C:7]([C:5]5[CH:4]=[N:3][N:2]([CH3:1])[CH:6]=5)=[CH:15][N:14]4[N:13]=[CH:12][N:11]=3)[CH2:17][CH2:18]2)=[N:27][CH:26]=1)[C:30]1[CH:35]=[CH:34][CH:33]=[CH:32][CH:31]=1. (6) Given the reactants [O:1]=[C:2]1[CH:11]=[N:10][C:9]2[C:4](=[CH:5][CH:6]=[C:7]([C:12]([OH:14])=O)[CH:8]=2)[NH:3]1.[CH2:15]1[C@H:24]2[C@H:19]([CH2:20][CH2:21][C:22]3[CH:28]=[CH:27][CH:26]=[CH:25][C:23]=32)[NH:18][CH2:17][CH2:16]1.F[P-](F)(F)(F)(F)F.N1(OC(N(C)C)=[N+](C)C)C2N=CC=CC=2N=N1, predict the reaction product. The product is: [CH2:15]1[C@H:24]2[C@H:19]([CH2:20][CH2:21][C:22]3[CH:28]=[CH:27][CH:26]=[CH:25][C:23]=32)[N:18]([C:12]([C:7]2[CH:8]=[C:9]3[C:4](=[CH:5][CH:6]=2)[NH:3][C:2](=[O:1])[CH:11]=[N:10]3)=[O:14])[CH2:17][CH2:16]1.